This data is from Forward reaction prediction with 1.9M reactions from USPTO patents (1976-2016). The task is: Predict the product of the given reaction. (1) The product is: [NH2:1][C:4]1[CH:5]=[CH:6][C:7]([CH2:10][CH2:11][CH2:12][C:13]2[CH:14]=[CH:15][C:16]([C:17]([O:19][CH3:20])=[O:18])=[CH:21][CH:22]=2)=[CH:8][CH:9]=1. Given the reactants [N+:1]([C:4]1[CH:9]=[CH:8][C:7]([C:10](=O)[CH:11]=[CH:12][C:13]2[CH:22]=[CH:21][C:16]([C:17]([O:19][CH3:20])=[O:18])=[CH:15][CH:14]=2)=[CH:6][CH:5]=1)([O-])=O.S(=O)(=O)(O)O, predict the reaction product. (2) Given the reactants [Cl:1][CH2:2][CH2:3][CH2:4][S:5]([NH2:8])(=[O:7])=[O:6].CCN=C=NCCCN(C)C.Cl.[C:21]([O:25][C:26]([NH:28][CH2:29][CH2:30][N:31]([CH3:60])[C@@H:32]1[CH2:39][N:38]2[C:40]3[CH:41]=[C:42]([C:53](O)=[O:54])[CH:43]=[CH:44][C:45]=3[C:46]([CH:47]3[CH2:52][CH2:51][CH2:50][CH2:49][CH2:48]3)=[C:37]2[C:36]2[CH:56]=[CH:57][CH:58]=[CH:59][C:35]=2[O:34][CH2:33]1)=[O:27])([CH3:24])([CH3:23])[CH3:22], predict the reaction product. The product is: [Cl:1][CH2:2][CH2:3][CH2:4][S:5]([NH:8][C:53]([C:42]1[CH:43]=[CH:44][C:45]2[C:46]([CH:47]3[CH2:48][CH2:49][CH2:50][CH2:51][CH2:52]3)=[C:37]3[C:36]4[CH:56]=[CH:57][CH:58]=[CH:59][C:35]=4[O:34][CH2:33][C@H:32]([N:31]([CH3:60])[CH2:30][CH2:29][NH:28][C:26](=[O:27])[O:25][C:21]([CH3:23])([CH3:22])[CH3:24])[CH2:39][N:38]3[C:40]=2[CH:41]=1)=[O:54])(=[O:7])=[O:6]. (3) Given the reactants Br[C:2]1[CH:7]=[CH:6][C:5]([CH2:8][C:9]#[N:10])=[C:4]([F:11])[CH:3]=1.[CH3:12][C:13]1([CH3:27])[C:18]2[CH:19]=[C:20](B(O)O)[CH:21]=[CH:22][C:17]=2[NH:16][C:15](=[O:26])[O:14]1, predict the reaction product. The product is: [CH3:12][C:13]1([CH3:27])[O:14][C:15](=[O:26])[NH:16][C:17]2[CH:22]=[CH:21][C:20]([C:2]3[CH:7]=[CH:6][C:5]([CH2:8][C:9]#[N:10])=[C:4]([F:11])[CH:3]=3)=[CH:19][C:18]1=2. (4) The product is: [CH2:1]=[CH2:2].[CH2:26]=[CH:27][CH3:28].[CH2:1]=[CH:2][CH2:3][CH2:4][CH2:5][CH3:6]. Given the reactants [CH2:1]([Al]([CH2:26][CH2:27][CH2:28]CCCCC)[CH2:1][CH2:2][CH2:3][CH2:4][CH2:5][CH2:6]CC)[CH2:2][CH2:3][CH2:4][CH2:5][CH2:6]CC.[CH3:26][CH2:27][CH2:28]CCCC, predict the reaction product.